From a dataset of Peptide-MHC class II binding affinity with 134,281 pairs from IEDB. Regression. Given a peptide amino acid sequence and an MHC pseudo amino acid sequence, predict their binding affinity value. This is MHC class II binding data. (1) The peptide sequence is IHKASTVLAFPAGVC. The MHC is DRB1_1501 with pseudo-sequence DRB1_1501. The binding affinity (normalized) is 0.594. (2) The peptide sequence is AAATAGVTVYGAFAA. The MHC is HLA-DPA10103-DPB10401 with pseudo-sequence HLA-DPA10103-DPB10401. The binding affinity (normalized) is 0.125. (3) The peptide sequence is ATERFRWLLIDLLRE. The MHC is DRB1_0404 with pseudo-sequence DRB1_0404. The binding affinity (normalized) is 0.691.